Dataset: Forward reaction prediction with 1.9M reactions from USPTO patents (1976-2016). Task: Predict the product of the given reaction. (1) Given the reactants [CH2:1]([O:3][C:4](=[O:36])[CH:5]([C:10]1[CH:11]=[C:12]([C:26]2[CH:31]=[CH:30][C:29]([C:32]([F:35])([F:34])[F:33])=[CH:28][CH:27]=2)[CH:13]=[C:14]([C:16]2[CH:21]=[CH:20][CH:19]=[C:18]([C:22]([F:25])([F:24])[F:23])[N:17]=2)[CH:15]=1)[CH2:6][CH:7]([CH3:9])[CH3:8])[CH3:2].Cl.O1CCOCC1, predict the reaction product. The product is: [CH2:1]([O:3][C:4](=[O:36])[CH:5]([C:10]1[CH:11]=[C:12]([C:26]2[CH:27]=[CH:28][C:29]([C:32]([F:33])([F:34])[F:35])=[CH:30][CH:31]=2)[CH:13]=[C:14]([CH:16]2[CH2:21][CH2:20][CH2:19][CH:18]([C:22]([F:23])([F:24])[F:25])[NH:17]2)[CH:15]=1)[CH2:6][CH:7]([CH3:9])[CH3:8])[CH3:2]. (2) Given the reactants Cl[C:2]1[N:10]=[C:9]2[C:5]([N:6]=[C:7]([CH2:12][CH2:13][N:14]3[CH2:17][CH:16]([N:18]4[CH2:23][CH2:22][S:21](=[O:25])(=[O:24])[CH2:20][CH2:19]4)[CH2:15]3)[N:8]2[CH3:11])=[C:4]([N:26]2[CH2:31][CH2:30][O:29][CH2:28][CH2:27]2)[N:3]=1.[CH2:32]([C:34]1[NH:35][C:36]2[CH:42]=[CH:41][CH:40]=[CH:39][C:37]=2[N:38]=1)[CH3:33].CC(C1C=C(C(C)C)C(C2C=CC=CC=2P(C2CCCCC2)C2CCCCC2)=C(C(C)C)C=1)C.C([O-])([O-])=O.[Cs+].[Cs+], predict the reaction product. The product is: [CH2:32]([C:34]1[N:35]([C:2]2[N:10]=[C:9]3[C:5]([N:6]=[C:7]([CH2:12][CH2:13][N:14]4[CH2:15][CH:16]([N:18]5[CH2:23][CH2:22][S:21](=[O:24])(=[O:25])[CH2:20][CH2:19]5)[CH2:17]4)[N:8]3[CH3:11])=[C:4]([N:26]3[CH2:27][CH2:28][O:29][CH2:30][CH2:31]3)[N:3]=2)[C:36]2[CH:42]=[CH:41][CH:40]=[CH:39][C:37]=2[N:38]=1)[CH3:33].